Dataset: Peptide-MHC class II binding affinity with 134,281 pairs from IEDB. Task: Regression. Given a peptide amino acid sequence and an MHC pseudo amino acid sequence, predict their binding affinity value. This is MHC class II binding data. (1) The peptide sequence is RIETWILRHPGFTIM. The MHC is DRB1_1501 with pseudo-sequence DRB1_1501. The binding affinity (normalized) is 0.892. (2) The peptide sequence is ALVFDLPAALQRAIP. The MHC is HLA-DQA10501-DQB10301 with pseudo-sequence HLA-DQA10501-DQB10301. The binding affinity (normalized) is 0.328. (3) The peptide sequence is VPLYNRFSYIPNGAL. The MHC is DRB1_0405 with pseudo-sequence DRB1_0405. The binding affinity (normalized) is 0.677. (4) The peptide sequence is LASVAMCRTPFSLAE. The MHC is HLA-DQA10201-DQB10301 with pseudo-sequence HLA-DQA10201-DQB10301. The binding affinity (normalized) is 0.607. (5) The peptide sequence is AAESSSKAALTSKLD. The MHC is HLA-DPA10201-DPB10501 with pseudo-sequence HLA-DPA10201-DPB10501. The binding affinity (normalized) is 0. (6) The peptide sequence is VAAEMAEALRGLPIRY. The MHC is DRB4_0101 with pseudo-sequence DRB4_0103. The binding affinity (normalized) is 0.185. (7) The MHC is DRB1_1101 with pseudo-sequence DRB1_1101. The binding affinity (normalized) is 0. The peptide sequence is SSLGVDDVGTPELEL. (8) The peptide sequence is ILRQLLTGGVKKGRPSLKLQ. The MHC is DRB4_0101 with pseudo-sequence DRB4_0103. The binding affinity (normalized) is 0.574. (9) The peptide sequence is LVSFLLLAGRSCGMY. The MHC is DRB1_0301 with pseudo-sequence DRB1_0301. The binding affinity (normalized) is 0.220. (10) The peptide sequence is APEVKYTVFETALKE. The MHC is HLA-DPA10201-DPB10101 with pseudo-sequence HLA-DPA10201-DPB10101. The binding affinity (normalized) is 0.920.